From a dataset of Full USPTO retrosynthesis dataset with 1.9M reactions from patents (1976-2016). Predict the reactants needed to synthesize the given product. (1) Given the product [N:41]1([CH2:2][CH2:3][O:4][C:5]([N:7]2[CH2:12][CH2:11][CH:10]([NH:13][C:14]([C:16]3[C:20]([NH:21][C:22](=[O:31])[C:23]4[C:28]([Cl:29])=[CH:27][CH:26]=[CH:25][C:24]=4[Cl:30])=[CH:19][NH:18][N:17]=3)=[O:15])[CH2:9][CH2:8]2)=[O:6])[CH2:46][CH2:45][O:44][CH2:43][CH2:42]1, predict the reactants needed to synthesize it. The reactants are: Br[CH2:2][CH2:3][O:4][C:5]([N:7]1[CH2:12][CH2:11][CH:10]([NH:13][C:14]([C:16]2[C:20]([NH:21][C:22](=[O:31])[C:23]3[C:28]([Cl:29])=[CH:27][CH:26]=[CH:25][C:24]=3[Cl:30])=[CH:19][NH:18][N:17]=2)=[O:15])[CH2:9][CH2:8]1)=[O:6].C(N(C(C)C)CC)(C)C.[NH:41]1[CH2:46][CH2:45][O:44][CH2:43][CH2:42]1. (2) The reactants are: [N:1]1([CH2:6][CH2:7][N:8]2[C:13](=[O:14])[NH:12][C:11](=[O:15])[C:10]([OH:16])=[N:9]2)[CH:5]=[CH:4][CH:3]=[CH:2]1.B(Br)(Br)Br. Given the product [N:1]1([CH2:6][CH2:7][N:8]2[C:13](=[O:14])[NH:12][C:11](=[O:15])[C:10]([OH:16])=[N:9]2)[C:2]2=[N:1][CH:2]=[CH:3][CH:4]=[C:3]2[CH:4]=[CH:5]1, predict the reactants needed to synthesize it. (3) The reactants are: [CH2:1]([O:3][C:4]1[N:8]([C:9]2[CH:14]=[CH:13][C:12](Br)=[CH:11][CH:10]=2)[N:7]=[CH:6][CH:5]=1)[CH3:2].B1(B2O[C:19]([CH3:22])([CH3:21])[C:18]([CH3:24])([CH3:23])O2)O[C:19]([CH3:22])([CH3:21])[C:18]([CH3:24])([CH3:23])O1.Cl[CH2:35]Cl.[C:37]([O-:40])(=[O:39])C.[K+]. Given the product [CH2:1]([O:3][C:4]1[N:8]([C:9]2[CH:14]=[CH:13][C:12]([CH:37]3[O:40][C:19]([CH3:22])([CH3:21])[C:18]([CH3:24])([CH3:23])[O:39]3)=[CH:11][CH:10]=2)[N:7]=[C:6]([CH3:35])[CH:5]=1)[CH3:2], predict the reactants needed to synthesize it. (4) Given the product [NH2:7][CH2:8][CH2:9][CH2:10][N:11]([CH2:16][C:17]1[CH:22]=[CH:21][CH:20]=[C:19]([C:23]2[CH:28]=[CH:27][N:26]=[C:25]([NH:31][CH2:32][CH2:33][C:34]3[CH:39]=[CH:38][C:37]([OH:40])=[C:36]([N+:41]([O-:43])=[O:42])[CH:35]=3)[N:24]=2)[CH:18]=1)[S:12]([CH3:15])(=[O:13])=[O:14], predict the reactants needed to synthesize it. The reactants are: C(OC(=O)[NH:7][CH2:8][CH2:9][CH2:10][N:11]([CH2:16][C:17]1[CH:22]=[CH:21][CH:20]=[C:19]([C:23]2[CH:28]=[CH:27][N:26]=[C:25](Cl)[N:24]=2)[CH:18]=1)[S:12]([CH3:15])(=[O:14])=[O:13])(C)(C)C.[NH2:31][CH2:32][CH2:33][C:34]1[CH:39]=[CH:38][C:37]([OH:40])=[C:36]([N+:41]([O-:43])=[O:42])[CH:35]=1. (5) Given the product [Br:1][C:2]1[CH:10]=[CH:9][C:8]([N:11]2[CH:15]=[CH:14][CH:13]=[CH:12]2)=[CH:7][C:3]=1[C:4]([NH2:18])=[O:5], predict the reactants needed to synthesize it. The reactants are: [Br:1][C:2]1[CH:10]=[CH:9][C:8]([N:11]2[CH:15]=[CH:14][CH:13]=[CH:12]2)=[CH:7][C:3]=1[C:4](O)=[O:5].CC[N:18](C(C)C)C(C)C.ClC(OC(C)C)=O.N.